From a dataset of Full USPTO retrosynthesis dataset with 1.9M reactions from patents (1976-2016). Predict the reactants needed to synthesize the given product. (1) Given the product [C:1]1([C:27]2[CH:32]=[CH:31][CH:30]=[CH:29][CH:28]=2)[CH:2]=[CH:3][C:4]([CH2:7][N:8]2[C:17]3[C:12](=[C:13]([CH2:18][CH:19]4[S:23][C:22](=[S:24])[NH:21][C:20]4=[O:25])[CH:14]=[CH:15][CH:16]=3)[CH2:11][CH2:10][C:9]2=[O:26])=[CH:5][CH:6]=1, predict the reactants needed to synthesize it. The reactants are: [C:1]1([C:27]2[CH:32]=[CH:31][CH:30]=[CH:29][CH:28]=2)[CH:6]=[CH:5][C:4]([CH2:7][N:8]2[C:17]3[C:12](=[C:13]([CH:18]=[C:19]4[S:23][C:22](=[S:24])[NH:21][C:20]4=[O:25])[CH:14]=[CH:15][CH:16]=3)[CH2:11][CH2:10][C:9]2=[O:26])=[CH:3][CH:2]=1.CC1NC(C)=C(C(OCC)=O)CC=1C(OCC)=O. (2) Given the product [OH:10][N:9]=[C:8]([Cl:13])[C:7]1[CH:11]=[CH:12][C:4]([CH2:1][CH2:2][CH3:3])=[CH:5][CH:6]=1, predict the reactants needed to synthesize it. The reactants are: [CH2:1]([C:4]1[CH:12]=[CH:11][C:7]([CH:8]=[N:9][OH:10])=[CH:6][CH:5]=1)[CH2:2][CH3:3].[Cl:13]NC(=O)CCC(N)=O. (3) Given the product [CH2:42]([N:38]([CH2:31][C:32]1[CH:33]=[CH:34][CH:35]=[CH:36][CH:37]=1)[C:39](=[S:40])[S:41][CH2:51][C:52]([NH:54][C:55]1[CH:60]=[CH:59][C:58]([CH3:61])=[CH:57][C:56]=1[CH3:62])=[O:53])[C:43]1[CH:44]=[CH:49][CH:48]=[CH:47][CH:46]=1, predict the reactants needed to synthesize it. The reactants are: C(N(CC1C=CC=CC=1)C(=S)SCC(NC1C=CC(Cl)=CC=1Cl)=O)C1C=CC=CC=1.[CH2:31]([N:38]([CH2:42][CH2:43][C:44]1[CH:49]=[CH:48][CH:47]=[CH:46]C=1)[C:39]([SH:41])=[S:40])[C:32]1[CH:37]=[CH:36][CH:35]=[CH:34][CH:33]=1.Br[CH2:51][C:52]([NH:54][C:55]1[CH:60]=[CH:59][C:58]([CH3:61])=[CH:57][C:56]=1[CH3:62])=[O:53]. (4) Given the product [Cl:1][C:2]1[CH:7]=[C:6]([Cl:8])[CH:5]=[CH:4][C:3]=1[N:9]1[C:13]([C:14]2[CH:19]=[CH:18][C:17]([O:20][CH2:30][CH2:29][CH2:28][F:27])=[CH:16][CH:15]=2)=[C:12]([CH3:21])[C:11]([C:22]([O:24][CH2:25][CH3:26])=[O:23])=[N:10]1, predict the reactants needed to synthesize it. The reactants are: [Cl:1][C:2]1[CH:7]=[C:6]([Cl:8])[CH:5]=[CH:4][C:3]=1[N:9]1[C:13]([C:14]2[CH:19]=[CH:18][C:17]([OH:20])=[CH:16][CH:15]=2)=[C:12]([CH3:21])[C:11]([C:22]([O:24][CH2:25][CH3:26])=[O:23])=[N:10]1.[F:27][CH2:28][CH2:29][CH2:30]O.C1(P(C2C=CC=CC=2)C2C=CC=CC=2)C=CC=CC=1.N(C(OC(C)(C)C)=O)=NC(OC(C)(C)C)=O.FC(F)(F)C(O)=O. (5) Given the product [ClH:1].[F:28][C:29]1[CH:34]=[CH:33][C:32]([F:35])=[CH:31][C:30]=1[C:2]1[C:3]([N:8]2[CH2:13][CH2:12][N:11]([CH2:14][C:15]3[CH:16]=[N:17][N:18]([CH3:21])[C:19]=3[CH3:20])[CH2:10][CH2:9]2)=[N:4][CH:5]=[CH:6][N:7]=1, predict the reactants needed to synthesize it. The reactants are: [Cl:1][C:2]1[C:3]([N:8]2[CH2:13][CH2:12][N:11]([CH2:14][C:15]3[CH:16]=[N:17][N:18]([CH3:21])[C:19]=3[CH3:20])[CH2:10][CH2:9]2)=[N:4][CH:5]=[CH:6][N:7]=1.C(=O)([O-])[O-].[K+].[K+].[F:28][C:29]1[CH:34]=[CH:33][C:32]([F:35])=[CH:31][C:30]=1B(O)O.Cl. (6) Given the product [Cl:1][C:2]1[CH:10]=[CH:9][C:8]([S:20]([CH3:13])(=[O:22])=[O:19])=[CH:7][C:3]=1[C:4]([OH:6])=[O:5], predict the reactants needed to synthesize it. The reactants are: [Cl:1][C:2]1[CH:10]=[CH:9][C:8](SC)=[CH:7][C:3]=1[C:4]([OH:6])=[O:5].[C:13]([O-])(O)=O.[Na+].O[O:19][S:20]([O-:22])=O.[K+].OS([O-])=O.[Na+].Cl.